This data is from Full USPTO retrosynthesis dataset with 1.9M reactions from patents (1976-2016). The task is: Predict the reactants needed to synthesize the given product. (1) Given the product [Cl:27][C:6]1[CH:5]=[CH:4][C:3]([CH2:2][NH:1][C:42](=[O:65])[CH2:39][O:38][CH3:37])=[CH:8][C:7]=1[NH:9][C:10]1[S:11]/[C:12](=[CH:16]\[C:17]2[CH:18]=[C:19]3[C:24](=[CH:25][CH:26]=2)[N:23]=[CH:22][CH:21]=[CH:20]3)/[C:13](=[O:15])[N:14]=1, predict the reactants needed to synthesize it. The reactants are: [NH2:1][CH2:2][C:3]1[CH:4]=[CH:5][C:6]([Cl:27])=[C:7]([NH:9][C:10]2[S:11]/[C:12](=[CH:16]\[C:17]3[CH:18]=[C:19]4[C:24](=[CH:25][CH:26]=3)[N:23]=[CH:22][CH:21]=[CH:20]4)/[C:13](=[O:15])[N:14]=2)[CH:8]=1.ClC1C=CC(CN[C:37](=O)[O:38][C:39]([CH3:42])(C)C)=CC=1NC1S/C(=C\C2C=C3C(=CC=2)N=CC=C3)/C(=O)N=1.FC(F)(F)C(O)=[O:65]. (2) Given the product [OH:47][C@H:2]([CH2:3][OH:5])[CH2:38][CH2:37][NH:39][C:34]([CH:15]1[CH:14]([C:11]2[S:12][CH:13]=[C:9]([Br:8])[CH:10]=2)[C:18]([C:21]2[CH:26]=[CH:25][C:24]([Cl:27])=[CH:23][C:22]=2[F:28])([C:19]#[N:20])[CH:17]([CH2:29][C:30]([CH3:33])([CH3:31])[CH3:32])[NH:16]1)=[O:35], predict the reactants needed to synthesize it. The reactants are: F[C:2](F)(F)[C:3]([OH:5])=O.[Br:8][C:9]1[CH:10]=[C:11]([CH:14]2[C:18]([C:21]3[CH:26]=[CH:25][C:24]([Cl:27])=[CH:23][C:22]=3[F:28])([C:19]#[N:20])[CH:17]([CH2:29][C:30]([CH3:33])([CH3:32])[CH3:31])[NH:16][CH:15]2[C:34](O)=[O:35])[S:12][CH:13]=1.[CH2:37]([NH2:39])[CH3:38].CN(C([O:47]N1N=NC2C=CC=NC1=2)=[N+](C)C)C.F[P-](F)(F)(F)(F)F.CCN(C(C)C)C(C)C.Cl. (3) Given the product [Cl:18][C:12]1[CH:13]=[CH:14][CH:15]=[C:16]([F:17])[C:11]=1[C:9]1[S:8][C:7]2[C:2]([NH:24][C:22]([CH:19]3[CH2:21][CH2:20]3)=[O:23])=[N:3][CH:4]=[CH:5][C:6]=2[N:10]=1, predict the reactants needed to synthesize it. The reactants are: Br[C:2]1[C:7]2[S:8][C:9]([C:11]3[C:16]([F:17])=[CH:15][CH:14]=[CH:13][C:12]=3[Cl:18])=[N:10][C:6]=2[CH:5]=[CH:4][N:3]=1.[CH:19]1([C:22]([NH2:24])=[O:23])[CH2:21][CH2:20]1.CC1(C)C2C(=C(P(C3C=CC=CC=3)C3C=CC=CC=3)C=CC=2)OC2C(P(C3C=CC=CC=3)C3C=CC=CC=3)=CC=CC1=2.C([O-])([O-])=O.[Cs+].[Cs+].